The task is: Predict which catalyst facilitates the given reaction.. This data is from Catalyst prediction with 721,799 reactions and 888 catalyst types from USPTO. (1) Reactant: [SH:1][CH2:2][C:3]1[CH:8]=[CH:7][CH:6]=[CH:5][CH:4]=1.Br[CH2:10][CH2:11][CH2:12][CH2:13][C:14]([OH:16])=[O:15].[OH-].[Na+]. Product: [CH2:2]([S:1][CH2:10][CH2:11][CH2:12][CH2:13][C:14]([OH:16])=[O:15])[C:3]1[CH:8]=[CH:7][CH:6]=[CH:5][CH:4]=1. The catalyst class is: 14. (2) Reactant: [O:1]=[C:2]1[N:8]([CH:9]2[CH2:14][CH2:13][N:12]([C:15]3[CH:16]=[C:17]([CH:21]=[CH:22][CH:23]=3)[C:18](O)=[O:19])[CH2:11][CH2:10]2)[CH2:7][CH2:6][C:5]2[CH:24]=[CH:25][CH:26]=[CH:27][C:4]=2[NH:3]1.Cl.Cl.[CH3:30][C:31]1([CH3:40])[CH2:36][NH:35][CH2:34][C:33]2[CH:37]=[N:38][NH:39][C:32]1=2.C(N(CC)CC)C.CN(C(ON1N=NC2C=CC=CC1=2)=[N+](C)C)C.[B-](F)(F)(F)F. Product: [CH3:30][C:31]1([CH3:40])[CH2:36][N:35]([C:18]([C:17]2[CH:16]=[C:15]([N:12]3[CH2:13][CH2:14][CH:9]([N:8]4[CH2:7][CH2:6][C:5]5[CH:24]=[CH:25][CH:26]=[CH:27][C:4]=5[NH:3][C:2]4=[O:1])[CH2:10][CH2:11]3)[CH:23]=[CH:22][CH:21]=2)=[O:19])[CH2:34][C:33]2[CH:37]=[N:38][NH:39][C:32]1=2. The catalyst class is: 121.